From a dataset of Reaction yield outcomes from USPTO patents with 853,638 reactions. Predict the reaction yield, written as a fraction of the theoretical maximum amount of product (1.0 means a 100% yield; for example, 0.34 means a 34% yield). The reactants are [Cl:1][C:2]1[N:7]=[C:6]2[NH:8][CH:9]=[C:10](/[CH:11]=[C:12]3\[O:13][C:14]4[C:21]([CH2:22][N:23]5[CH2:28][CH2:27][N:26](C(OC(C)(C)C)=O)[CH2:25][CH2:24]5)=[C:20]([OH:36])[CH:19]=[CH:18][C:15]=4[C:16]\3=[O:17])[C:5]2=[CH:4][CH:3]=1.[ClH:37]. The catalyst is C(Cl)Cl.O1CCOCC1. The product is [ClH:1].[ClH:37].[ClH:1].[Cl:1][C:2]1[N:7]=[C:6]2[NH:8][CH:9]=[C:10](/[CH:11]=[C:12]3\[O:13][C:14]4[C:21]([CH2:22][N:23]5[CH2:24][CH2:25][NH:26][CH2:27][CH2:28]5)=[C:20]([OH:36])[CH:19]=[CH:18][C:15]=4[C:16]\3=[O:17])[C:5]2=[CH:4][CH:3]=1. The yield is 0.750.